Predict the reaction yield, written as a fraction of the theoretical maximum amount of product (1.0 means a 100% yield; for example, 0.34 means a 34% yield). From a dataset of Reaction yield outcomes from USPTO patents with 853,638 reactions. (1) The reactants are [CH3:1][C:2]1([CH3:21])[C:10]2[C:5](=[CH:6][CH:7]=[CH:8][CH:9]=2)[C@@H:4]([NH:11][C@H](C2C=CC=CC=2)CO)[CH2:3]1.C([O-])(=O)C.C([O-])(=O)C.C([O-])(=O)C.C([O-])(=O)C.[Pb+4].Cl. The catalyst is CO. The product is [CH3:1][C:2]1([CH3:21])[C:10]2[C:5](=[CH:6][CH:7]=[CH:8][CH:9]=2)[C@@H:4]([NH2:11])[CH2:3]1. The yield is 0.510. (2) The yield is 0.470. The reactants are [C:1]([O:5][C:6](=[O:32])[NH:7][C:8]1[CH:9]=[N:10][CH:11]=[C:12]([C:15]2[CH:16]=[C:17]3[C:21](=[CH:22][CH:23]=2)[N:20]([CH:24]2[CH2:29][CH2:28][CH2:27][CH2:26][O:25]2)[N:19]=[C:18]3[CH:30]=O)[C:13]=1[CH3:14])([CH3:4])([CH3:3])[CH3:2].CCC(=O)C(=O)CC.C([O-])(=O)C.[NH4+].C(OC(=O)N(CC)CC1C=NC=C(C2C=C3C(=CC=2)N(C2CCCCO2)N=C3C2[NH:80][C:79]3[CH2:81][CH2:82][CH2:83][CH2:84][C:78]=3[N:77]=2)C=1C)(C)(C)C. The product is [C:1]([O:5][C:6](=[O:32])[NH:7][C:8]1[CH:9]=[N:10][CH:11]=[C:12]([C:15]2[CH:16]=[C:17]3[C:21](=[CH:22][CH:23]=2)[N:20]([CH:24]2[CH2:29][CH2:28][CH2:27][CH2:26][O:25]2)[N:19]=[C:18]3[C:30]2[NH:77][C:78]([CH2:84][CH3:83])=[C:79]([CH2:81][CH3:82])[N:80]=2)[C:13]=1[CH3:14])([CH3:4])([CH3:3])[CH3:2]. No catalyst specified. (3) The yield is 0.480. No catalyst specified. The product is [F:15][C:4]1[CH:3]=[C:2]([C:25]2[C:20]([O:19][CH:16]([CH3:18])[CH3:17])=[N:21][CH:22]=[CH:23][CH:24]=2)[CH:7]=[CH:6][C:5]=1[C:8]1[CH:9]=[N:10][C:11]([NH2:14])=[N:12][CH:13]=1. The reactants are Cl[C:2]1[CH:7]=[CH:6][C:5]([C:8]2[CH:9]=[N:10][C:11]([NH2:14])=[N:12][CH:13]=2)=[C:4]([F:15])[CH:3]=1.[CH:16]([O:19][C:20]1[C:25](B(O)O)=[CH:24][CH:23]=[CH:22][N:21]=1)([CH3:18])[CH3:17].CC(C1C=C(C(C)C)C(C2C=CC=CC=2P(C2CCCCC2)C2CCCCC2)=C(C(C)C)C=1)C. (4) The reactants are [N:1]12[CH2:7][C:4]([C:8]([C:16]3[CH:21]=[CH:20][CH:19]=[CH:18][CH:17]=3)([C:10]3[CH:15]=[CH:14][CH:13]=[CH:12][CH:11]=3)[OH:9])([CH2:5][CH2:6]1)[CH2:3][CH2:2]2.CC#N.[Br:25][CH2:26][CH2:27][C:28]1[CH:33]=[CH:32][CH:31]=[CH:30][CH:29]=1. The catalyst is C(OCC)(=O)C. The product is [Br-:25].[OH:9][C:8]([C:16]1[CH:21]=[CH:20][CH:19]=[CH:18][CH:17]=1)([C:10]1[CH:15]=[CH:14][CH:13]=[CH:12][CH:11]=1)[C:4]12[CH2:7][N+:1]([CH2:26][CH2:27][C:28]3[CH:33]=[CH:32][CH:31]=[CH:30][CH:29]=3)([CH2:6][CH2:5]1)[CH2:2][CH2:3]2. The yield is 0.720.